This data is from Forward reaction prediction with 1.9M reactions from USPTO patents (1976-2016). The task is: Predict the product of the given reaction. (1) Given the reactants Br[C:2]1[CH:10]=[C:9]2[C:5]([C:6]([CH3:12])=[CH:7][N:8]2[CH3:11])=[CH:4][CH:3]=1.[CH2:13]1[C:22]2[C:17](=[CH:18][CH:19]=[CH:20][CH:21]=2)[CH2:16][CH2:15][N:14]1[CH2:23][CH:24]([OH:42])[CH2:25][O:26][C:27]1[CH:32]=[CH:31][CH:30]=[C:29](B2OC(C)(C)C(C)(C)O2)[CH:28]=1.C([O-])([O-])=O.[K+].[K+], predict the reaction product. The product is: [CH2:13]1[C:22]2[C:17](=[CH:18][CH:19]=[CH:20][CH:21]=2)[CH2:16][CH2:15][N:14]1[CH2:23][CH:24]([OH:42])[CH2:25][O:26][C:27]1[CH:32]=[CH:31][CH:30]=[C:29]([C:2]2[CH:10]=[C:9]3[C:5]([C:6]([CH3:12])=[CH:7][N:8]3[CH3:11])=[CH:4][CH:3]=2)[CH:28]=1. (2) Given the reactants [N:1]1([S:11]([C:14]2[O:18][C:17]([C:19]([O:21]C)=[O:20])=[CH:16][CH:15]=2)(=[O:13])=[O:12])[C:10]2[C:5](=[CH:6][CH:7]=[CH:8][CH:9]=2)[CH2:4][CH2:3][CH2:2]1.[OH-].[Na+].C1COCC1.Cl, predict the reaction product. The product is: [N:1]1([S:11]([C:14]2[O:18][C:17]([C:19]([OH:21])=[O:20])=[CH:16][CH:15]=2)(=[O:12])=[O:13])[C:10]2[C:5](=[CH:6][CH:7]=[CH:8][CH:9]=2)[CH2:4][CH2:3][CH2:2]1.